From a dataset of NCI-60 drug combinations with 297,098 pairs across 59 cell lines. Regression. Given two drug SMILES strings and cell line genomic features, predict the synergy score measuring deviation from expected non-interaction effect. Drug 2: C1CC(=O)NC(=O)C1N2C(=O)C3=CC=CC=C3C2=O. Drug 1: CN(C)N=NC1=C(NC=N1)C(=O)N. Synergy scores: CSS=13.7, Synergy_ZIP=4.58, Synergy_Bliss=8.22, Synergy_Loewe=2.75, Synergy_HSA=5.38. Cell line: RPMI-8226.